Dataset: Peptide-MHC class II binding affinity with 134,281 pairs from IEDB. Task: Regression. Given a peptide amino acid sequence and an MHC pseudo amino acid sequence, predict their binding affinity value. This is MHC class II binding data. (1) The peptide sequence is VRKTIPDVIELAYQK. The MHC is DRB1_1101 with pseudo-sequence DRB1_1101. The binding affinity (normalized) is 0.216. (2) The peptide sequence is STGGAYDTYKCIPSL. The MHC is DRB4_0101 with pseudo-sequence DRB4_0103. The binding affinity (normalized) is 0.0190.